Dataset: Merck oncology drug combination screen with 23,052 pairs across 39 cell lines. Task: Regression. Given two drug SMILES strings and cell line genomic features, predict the synergy score measuring deviation from expected non-interaction effect. (1) Drug 1: Cn1nnc2c(C(N)=O)ncn2c1=O. Drug 2: O=C(NOCC(O)CO)c1ccc(F)c(F)c1Nc1ccc(I)cc1F. Cell line: OV90. Synergy scores: synergy=3.31. (2) Drug 1: COc1cccc2c1C(=O)c1c(O)c3c(c(O)c1C2=O)CC(O)(C(=O)CO)CC3OC1CC(N)C(O)C(C)O1. Drug 2: CC(C)CC(NC(=O)C(Cc1ccccc1)NC(=O)c1cnccn1)B(O)O. Cell line: A375. Synergy scores: synergy=-12.5. (3) Drug 1: Cn1c(=O)n(-c2ccc(C(C)(C)C#N)cc2)c2c3cc(-c4cnc5ccccc5c4)ccc3ncc21. Drug 2: CNC(=O)c1cc(Oc2ccc(NC(=O)Nc3ccc(Cl)c(C(F)(F)F)c3)cc2)ccn1. Cell line: NCIH2122. Synergy scores: synergy=0.446. (4) Drug 1: Nc1ccn(C2OC(CO)C(O)C2(F)F)c(=O)n1. Drug 2: COC1=C2CC(C)CC(OC)C(O)C(C)C=C(C)C(OC(N)=O)C(OC)C=CC=C(C)C(=O)NC(=CC1=O)C2=O. Cell line: DLD1. Synergy scores: synergy=3.96.